Dataset: Reaction yield outcomes from USPTO patents with 853,638 reactions. Task: Predict the reaction yield, written as a fraction of the theoretical maximum amount of product (1.0 means a 100% yield; for example, 0.34 means a 34% yield). (1) The yield is 0.940. The product is [NH2:1][C:2]1[CH:3]=[CH:4][C:5]([CH:8]2[C:17]([CH3:18])([CH3:19])[CH2:16][C:15]3[C:10](=[CH:11][CH:12]=[C:13]([C:20]([OH:22])=[O:21])[CH:14]=3)[NH:9]2)=[CH:6][CH:7]=1. The catalyst is CO.O. The reactants are [NH2:1][C:2]1[CH:7]=[CH:6][C:5]([CH:8]2[C:17]([CH3:19])([CH3:18])[CH2:16][C:15]3[C:10](=[CH:11][CH:12]=[C:13]([C:20]([O:22]C)=[O:21])[CH:14]=3)[NH:9]2)=[CH:4][CH:3]=1.[OH-].[Na+]. (2) The reactants are C([NH:4][C:5]([CH2:16][CH2:17][C:18](=O)[C:19]1[CH:24]=[CH:23][C:22]([F:25])=[CH:21][CH:20]=1)(C(OCC)=O)[C:6]([O:8][CH2:9]C)=[O:7])(=O)C. The catalyst is Cl. The product is [F:25][C:22]1[CH:23]=[CH:24][C:19]([C:18]2[CH2:17][CH2:16][CH:5]([C:6]([O:8][CH3:9])=[O:7])[N:4]=2)=[CH:20][CH:21]=1. The yield is 0.670. (3) The reactants are [F:1][C:2]1[CH:9]=[CH:8][CH:7]=[CH:6][C:3]=1[CH:4]=O.Cl.[NH2:11][OH:12].[OH-].[Na+].Cl. The catalyst is C(O)C.O. The product is [F:1][C:2]1[CH:9]=[CH:8][CH:7]=[CH:6][C:3]=1[CH:4]=[N:11][OH:12]. The yield is 0.970. (4) The reactants are [NH2:1][C:2]1[C:10]([O:11][CH:12]2[CH2:14][CH2:13]2)=[CH:9][CH:8]=[CH:7][C:3]=1[C:4]([OH:6])=O.O.[OH:16][N:17]1[C:21]2C=CC=CC=2N=N1.[CH2:26](N(CC)CC)C. The catalyst is CN(C=O)C. The product is [NH2:1][C:2]1[C:10]([O:11][CH:12]2[CH2:14][CH2:13]2)=[CH:9][CH:8]=[CH:7][C:3]=1[C:4]([N:17]([O:16][CH3:26])[CH3:21])=[O:6]. The yield is 0.643. (5) The reactants are [F:1][C:2]([F:26])([C:20]1[CH:25]=[CH:24][CH:23]=[CH:22][N:21]=1)[CH2:3][N:4]1[CH2:9][CH2:8][CH:7]([NH:10][C:11]2[C:12]3[CH:19]=[CH:18][NH:17][C:13]=3[N:14]=[CH:15][N:16]=2)[CH2:6][CH2:5]1.[ClH:27].CO. The catalyst is CO. The product is [ClH:27].[F:26][C:2]([F:1])([C:20]1[CH:25]=[CH:24][CH:23]=[CH:22][N:21]=1)[CH2:3][N:4]1[CH2:9][CH2:8][CH:7]([NH:10][C:11]2[C:12]3[CH:19]=[CH:18][NH:17][C:13]=3[N:14]=[CH:15][N:16]=2)[CH2:6][CH2:5]1. The yield is 0.980. (6) The reactants are [OH:1][C@@:2]1([C:9]#[C:10][C:11]2[CH:12]=[C:13]([N:17]3[C:21]4=[N:22][C:23]([CH3:26])=[N:24][CH:25]=[C:20]4[C:19]([C:27]([O:29]CC)=O)=[N:18]3)[CH:14]=[CH:15][CH:16]=2)[CH2:6][CH2:5][N:4]([CH3:7])[C:3]1=[O:8].[NH3:32]. No catalyst specified. The product is [OH:1][C@@:2]1([C:9]#[C:10][C:11]2[CH:12]=[C:13]([N:17]3[C:21]4=[N:22][C:23]([CH3:26])=[N:24][CH:25]=[C:20]4[C:19]([C:27]([NH2:32])=[O:29])=[N:18]3)[CH:14]=[CH:15][CH:16]=2)[CH2:6][CH2:5][N:4]([CH3:7])[C:3]1=[O:8]. The yield is 0.180. (7) The catalyst is CN(C=O)C. The product is [CH3:1][O:2][C:3]([C:5]1[CH:13]=[C:12]2[C:8]([C:9]([C:16]([NH2:28])=[O:18])=[CH:10][N:11]2[CH2:14][CH3:15])=[CH:7][CH:6]=1)=[O:4]. The reactants are [CH3:1][O:2][C:3]([C:5]1[CH:13]=[C:12]2[C:8]([C:9]([C:16]([OH:18])=O)=[CH:10][N:11]2[CH2:14][CH3:15])=[CH:7][CH:6]=1)=[O:4].C(Cl)Cl.C(Cl)(=O)C(Cl)=O.[NH4+:28].[OH-]. The yield is 0.850. (8) The reactants are [Cl:1][C:2]1[CH:3]=[C:4]([N:8]2[C:13](=[O:14])[C:12]([OH:15])=[C:11]([C:16]3[CH:21]=[CH:20][C:19]([S:22]([CH3:25])(=[O:24])=[O:23])=[CH:18][CH:17]=3)[CH:10]=[N:9]2)[CH:5]=[CH:6][CH:7]=1.[C:26]1([CH3:36])[CH:31]=[CH:30][C:29]([S:32](Cl)(=[O:34])=[O:33])=[CH:28][CH:27]=1.O. The catalyst is N1C=CC=CC=1. The product is [Cl:1][C:2]1[CH:3]=[C:4]([N:8]2[C:13](=[O:14])[C:12]([O:15][S:32]([C:29]3[CH:30]=[CH:31][C:26]([CH3:36])=[CH:27][CH:28]=3)(=[O:34])=[O:33])=[C:11]([C:16]3[CH:21]=[CH:20][C:19]([S:22]([CH3:25])(=[O:24])=[O:23])=[CH:18][CH:17]=3)[CH:10]=[N:9]2)[CH:5]=[CH:6][CH:7]=1. The yield is 0.790. (9) The reactants are [CH3:1][N:2]1[CH2:7][CH2:6][NH:5][CH2:4][CH2:3]1.C(=O)([O-])[O-].[K+].[K+].[Cl:14][CH2:15][CH2:16][CH2:17][CH2:18]Br. The catalyst is CC(C)=O. The product is [CH3:1][N:2]1[CH2:7][CH2:6][N:5]([CH2:18][CH2:17][CH2:16][CH2:15][Cl:14])[CH2:4][CH2:3]1. The yield is 0.485.